From a dataset of Forward reaction prediction with 1.9M reactions from USPTO patents (1976-2016). Predict the product of the given reaction. (1) Given the reactants [CH2:1]([N:3]1[C:7]2=[N:8][C:9]([CH2:61][CH3:62])=[C:10]([CH2:19][N:20]([CH3:60])[C:21]([C:23]3[CH:24]=[C:25]([C:29]([NH:31][CH2:32][C:33]4[CH:34]=[CH:35][C:36]([F:59])=[C:37]([C:39]5[CH:44]=[CH:43][CH:42]=[C:41]([CH2:45][N:46]6[CH2:51][CH2:50][N:49](C(OC(C)(C)C)=O)[CH2:48][CH2:47]6)[CH:40]=5)[CH:38]=4)=[O:30])[CH:26]=[CH:27][CH:28]=3)=[O:22])[C:11]([NH:12][CH:13]3[CH2:18][CH2:17][O:16][CH2:15][CH2:14]3)=[C:6]2[CH:5]=[N:4]1)[CH3:2].C(O)(C(F)(F)F)=O.C([O-])(O)=O.[Na+], predict the reaction product. The product is: [CH2:1]([N:3]1[C:7]2=[N:8][C:9]([CH2:61][CH3:62])=[C:10]([CH2:19][N:20]([CH3:60])[C:21]([C:23]3[CH:28]=[CH:27][CH:26]=[C:25]([C:29]([NH:31][CH2:32][C:33]4[CH:38]=[C:37]([C:39]5[CH:44]=[CH:43][CH:42]=[C:41]([CH2:45][N:46]6[CH2:47][CH2:48][NH:49][CH2:50][CH2:51]6)[CH:40]=5)[C:36]([F:59])=[CH:35][CH:34]=4)=[O:30])[CH:24]=3)=[O:22])[C:11]([NH:12][CH:13]3[CH2:18][CH2:17][O:16][CH2:15][CH2:14]3)=[C:6]2[CH:5]=[N:4]1)[CH3:2]. (2) Given the reactants Br[C:2]1[CH:7]=[CH:6][CH:5]=[CH:4][N:3]=1.[CH2:8]([OH:13])[CH2:9][CH2:10][C:11]#[CH:12], predict the reaction product. The product is: [N:3]1[CH:4]=[CH:5][CH:6]=[CH:7][C:2]=1[C:12]#[C:11][CH2:10][CH2:9][CH2:8][OH:13]. (3) Given the reactants [Cl:1][C:2]([N:4]1[C@H:9]([CH3:10])[CH2:8][N:7](C(OC(C)(C)C)=O)[CH2:6][C@@H:5]1[CH3:18])=[O:3].[F:19][C:20]1[CH:27]=[CH:26][C:25]([F:28])=[CH:24][C:21]=1[CH2:22][OH:23], predict the reaction product. The product is: [ClH:1].[CH3:18][C@H:5]1[CH2:6][NH:7][CH2:8][C@@H:9]([CH3:10])[N:4]1[C:2]([O:23][CH2:22][C:21]1[CH:24]=[C:25]([F:28])[CH:26]=[CH:27][C:20]=1[F:19])=[O:3].